This data is from Catalyst prediction with 721,799 reactions and 888 catalyst types from USPTO. The task is: Predict which catalyst facilitates the given reaction. (1) Reactant: C[O:2][C:3](=[O:26])[CH:4]([NH:16][C:17]1[CH:22]=[CH:21][C:20]([C:23](=[NH:25])[NH2:24])=[CH:19][CH:18]=1)[C:5]1[CH:10]=[C:9]([O:11][CH3:12])[C:8]([O:13][CH3:14])=[CH:7][C:6]=1[F:15].[OH-].[Na+].[ClH:29].C(OCC)C. Product: [ClH:29].[C:23]([C:20]1[CH:19]=[CH:18][C:17]([NH:16][CH:4]([C:5]2[CH:10]=[C:9]([O:11][CH3:12])[C:8]([O:13][CH3:14])=[CH:7][C:6]=2[F:15])[C:3]([OH:26])=[O:2])=[CH:22][CH:21]=1)(=[NH:24])[NH2:25]. The catalyst class is: 111. (2) Reactant: [CH2:1]([O:8][C:9]([NH:11][C@@H:12]([CH2:16][C:17]1[CH:22]=[CH:21][C:20]([O:23][C:24]([CH3:27])([CH3:26])[CH3:25])=[CH:19][CH:18]=1)[C:13]([OH:15])=O)=[O:10])[C:2]1[CH:7]=[CH:6][CH:5]=[CH:4][CH:3]=1.Cl.[NH2:29][C@@H:30]([CH3:35])[C:31]([O:33][CH3:34])=[O:32].CN(C(ON1N=NC2C=CC=NC1=2)=[N+](C)C)C.F[P-](F)(F)(F)(F)F.CN1CCOCC1.Cl. Product: [CH2:1]([O:8][C:9]([NH:11][C@@H:12]([CH2:16][C:17]1[CH:22]=[CH:21][C:20]([O:23][C:24]([CH3:25])([CH3:26])[CH3:27])=[CH:19][CH:18]=1)[C:13]([NH:29][C@@H:30]([CH3:35])[C:31]([O:33][CH3:34])=[O:32])=[O:15])=[O:10])[C:2]1[CH:3]=[CH:4][CH:5]=[CH:6][CH:7]=1. The catalyst class is: 2.